Dataset: Forward reaction prediction with 1.9M reactions from USPTO patents (1976-2016). Task: Predict the product of the given reaction. The product is: [N+:1]1([O-:18])[C:2]([C:7]2[CH:12]=[CH:11][CH:10]=[CH:9][N:8]=2)=[CH:3][CH:4]=[CH:5][CH:6]=1. Given the reactants [N:1]1[CH:6]=[CH:5][CH:4]=[CH:3][C:2]=1[C:7]1[CH:12]=[CH:11][CH:10]=[CH:9][N:8]=1.ClC1C=C(C=CC=1)C(OO)=[O:18], predict the reaction product.